From a dataset of Peptide-MHC class II binding affinity with 134,281 pairs from IEDB. Regression. Given a peptide amino acid sequence and an MHC pseudo amino acid sequence, predict their binding affinity value. This is MHC class II binding data. (1) The MHC is DRB1_0101 with pseudo-sequence DRB1_0101. The peptide sequence is EIYNMVKFRMIAGQE. The binding affinity (normalized) is 0.695. (2) The peptide sequence is DIDLGRNEVVNDVST. The MHC is DRB1_1201 with pseudo-sequence DRB1_1201. The binding affinity (normalized) is 0.164. (3) The peptide sequence is AILPEYGTLGLECSP. The MHC is DRB1_0101 with pseudo-sequence DRB1_0101. The binding affinity (normalized) is 0.618. (4) The peptide sequence is CSGEPVVVHITDDNE. The MHC is DRB3_0202 with pseudo-sequence DRB3_0202. The binding affinity (normalized) is 0.146. (5) The peptide sequence is YQIAFSRGNRAFIAI. The MHC is DRB1_1201 with pseudo-sequence DRB1_1201. The binding affinity (normalized) is 0.373. (6) The peptide sequence is GEGIPLYDAIKCMRT. The MHC is DRB5_0101 with pseudo-sequence DRB5_0101. The binding affinity (normalized) is 0.365. (7) The peptide sequence is CIEYVTLNASQYANC. The MHC is DRB1_1101 with pseudo-sequence DRB1_1101. The binding affinity (normalized) is 0.390. (8) The binding affinity (normalized) is 0.666. The MHC is DRB3_0301 with pseudo-sequence DRB3_0301. The peptide sequence is VLTRLEAWLTEHGCN.